Task: Predict the product of the given reaction.. Dataset: Forward reaction prediction with 1.9M reactions from USPTO patents (1976-2016) (1) Given the reactants [F:1][C:2]1[CH:7]=[CH:6][C:5]([C:8](=[O:15])[CH2:9][C:10]([O:12][CH2:13][CH3:14])=[O:11])=[CH:4][CH:3]=1.[H-].[Na+].[F:18][C:19]1[CH:20]=[C:21]([CH:24]=[CH:25][C:26]=1[C:27]([F:30])([F:29])[F:28])[CH2:22]Br.O, predict the reaction product. The product is: [F:1][C:2]1[CH:3]=[CH:4][C:5]([C:8](=[O:15])[CH:9]([CH2:22][C:21]2[CH:24]=[CH:25][C:26]([C:27]([F:28])([F:29])[F:30])=[C:19]([F:18])[CH:20]=2)[C:10]([O:12][CH2:13][CH3:14])=[O:11])=[CH:6][CH:7]=1. (2) The product is: [Br:1][C:2]1[CH:8]=[C:7]([S:9]([CH3:12])(=[O:11])=[O:10])[CH:6]=[CH:5][C:3]=1[NH:4][C:17]1[CH:16]=[CH:15][C:14]([F:13])=[CH:19][C:18]=1[F:20]. Given the reactants [Br:1][C:2]1[CH:8]=[C:7]([S:9]([CH3:12])(=[O:11])=[O:10])[CH:6]=[CH:5][C:3]=1[NH2:4].[F:13][C:14]1[CH:19]=[C:18]([F:20])[CH:17]=[CH:16][C:15]=1I.CC(C1C=C(C(C)C)C(C2C=CC=CC=2P(C2CCCCC2)C2CCCCC2)=C(C(C)C)C=1)C.C(=O)([O-])[O-].[Cs+].[Cs+], predict the reaction product. (3) Given the reactants O=C1CCC(=O)N1O[C:9](=[O:35])[CH2:10][CH2:11][CH2:12][CH2:13][CH2:14][CH2:15][CH2:16][CH2:17][CH2:18][CH2:19][CH2:20][CH2:21][CH2:22][CH2:23][CH2:24][CH2:25][CH2:26][CH2:27][C:28]([O:30][C:31]([CH3:34])([CH3:33])[CH3:32])=[O:29].[NH2:36][C@H:37]([C:43]([O:45][C:46]([CH3:49])([CH3:48])[CH3:47])=[O:44])[CH2:38][CH2:39][C:40](=[O:42])[OH:41], predict the reaction product. The product is: [C:46]([O:45][C:43](=[O:44])[CH:37]([NH:36][C:9](=[O:35])[CH2:10][CH2:11][CH2:12][CH2:13][CH2:14][CH2:15][CH2:16][CH2:17][CH2:18][CH2:19][CH2:20][CH2:21][CH2:22][CH2:23][CH2:24][CH2:25][CH2:26][CH2:27][C:28]([O:30][C:31]([CH3:32])([CH3:33])[CH3:34])=[O:29])[CH2:38][CH2:39][C:40]([OH:42])=[O:41])([CH3:49])([CH3:47])[CH3:48]. (4) Given the reactants [C:1]([OH:8])(=[O:7])/[CH:2]=[CH:3]/[C:4]([OH:6])=[O:5].C([O-])(=O)C.[Na+:13], predict the reaction product. The product is: [C:1]([OH:8])(=[O:7])/[CH:2]=[CH:3]/[C:4]([O-:6])=[O:5].[Na+:13].